This data is from Reaction yield outcomes from USPTO patents with 853,638 reactions. The task is: Predict the reaction yield, written as a fraction of the theoretical maximum amount of product (1.0 means a 100% yield; for example, 0.34 means a 34% yield). The reactants are C1(P(C2C=CC=CC=2)C2C=CC=CC=2)C=CC=CC=1.C(OC([CH:27]1[CH2:32][NH:31][CH2:30][CH2:29][N:28]1[CH:33](O)[CH3:34])=O)(C)(C)C.CCOC(/N=N/C(OCC)=O)=O.O1CCCCC1[N:54]1[C:62]2[C:57](=[CH:58][C:59]([C:63]3[N:67]=[CH:66][N:65](C(C4C=CC=CC=4)(C4C=CC=CC=4)C4C=CC=CC=4)[N:64]=3)=[CH:60][CH:61]=2)[C:56]([C:87]2[CH:88]=[C:89]([OH:93])[CH:90]=[CH:91][CH:92]=2)=[N:55]1.Cl. The catalyst is O1CCCC1. The product is [NH:64]1[C:63]([C:59]2[CH:58]=[C:57]3[C:62](=[CH:61][CH:60]=2)[NH:54][N:55]=[C:56]3[C:87]2[CH:92]=[CH:91][CH:90]=[C:89]([O:93][CH2:34][CH2:33][N:28]3[CH2:27][CH2:32][NH:31][CH2:30][CH2:29]3)[CH:88]=2)=[N:67][CH:66]=[N:65]1. The yield is 0.520.